From a dataset of Forward reaction prediction with 1.9M reactions from USPTO patents (1976-2016). Predict the product of the given reaction. (1) Given the reactants C(=O)([O-])O.[K+].Br[C:7]1[CH:12]=[CH:11][C:10]([O:13][CH:14]([CH3:16])[CH3:15])=[C:9]([N+:17]([O-:19])=[O:18])[CH:8]=1.[CH3:20][C:21]1[N:22]=[CH:23][S:24][C:25]=1[C:26]([O:28][CH2:29][CH3:30])=[O:27].C(O)(=O)C(C)C.C(P(C(C)(C)C)C1CCCCC1)(C)(C)C, predict the reaction product. The product is: [CH3:20][C:21]1[N:22]=[C:23]([C:7]2[CH:12]=[CH:11][C:10]([O:13][CH:14]([CH3:16])[CH3:15])=[C:9]([N+:17]([O-:19])=[O:18])[CH:8]=2)[S:24][C:25]=1[C:26]([O:28][CH2:29][CH3:30])=[O:27]. (2) Given the reactants [F:1][C:2]1[CH:7]=[CH:6][C:5]([C:8]2[C:9]3[C:23]([C:24]#[N:25])=[CH:22][N:21](COCC[Si](C)(C)C)[C:10]=3[N:11]=[C:12]([N:14]3[CH2:19][CH2:18][N:17]([CH3:20])[CH2:16][CH2:15]3)[N:13]=2)=[C:4]([CH3:34])[CH:3]=1.[F-].C([N+](CCCC)(CCCC)CCCC)CCC, predict the reaction product. The product is: [F:1][C:2]1[CH:7]=[CH:6][C:5]([C:8]2[C:9]3[C:23]([C:24]#[N:25])=[CH:22][NH:21][C:10]=3[N:11]=[C:12]([N:14]3[CH2:15][CH2:16][N:17]([CH3:20])[CH2:18][CH2:19]3)[N:13]=2)=[C:4]([CH3:34])[CH:3]=1.